Dataset: Catalyst prediction with 721,799 reactions and 888 catalyst types from USPTO. Task: Predict which catalyst facilitates the given reaction. Reactant: [N:1]([C:4]1[CH:9]=[CH:8][CH:7]=[C:6]([S:10][C:11]([F:14])([F:13])[F:12])[CH:5]=1)=[C:2]=[O:3].[C:15]([N:19]1[CH2:24][CH2:23][N:22](C(OC(C)(C)C)=O)[C@@H:21]([C:32]([N:34]2[CH2:39][CH2:38][NH:37][CH2:36][CH2:35]2)=[O:33])[CH2:20]1)([CH3:18])([CH3:17])[CH3:16]. Product: [NH3:1].[CH3:2][OH:3].[C:15]([N:19]1[CH2:24][CH2:23][NH:22][C@@H:21]([C:32]([N:34]2[CH2:39][CH2:38][N:37]([C:2]([NH:1][C:4]3[CH:9]=[CH:8][CH:7]=[C:6]([S:10][C:11]([F:14])([F:12])[F:13])[CH:5]=3)=[O:3])[CH2:36][CH2:35]2)=[O:33])[CH2:20]1)([CH3:18])([CH3:16])[CH3:17]. The catalyst class is: 1.